This data is from Full USPTO retrosynthesis dataset with 1.9M reactions from patents (1976-2016). The task is: Predict the reactants needed to synthesize the given product. (1) Given the product [C:4]([CH2:3][CH2:2][C:1]([O:29][CH:11]1[CH2:10][CH:9]([CH3:8])[CH2:18][C:17]2[N:16]=[N:15][C:14]([C:19]3[CH:24]=[CH:23][CH:22]=[C:21]([C:25]([F:28])([F:27])[F:26])[CH:20]=3)=[CH:13][C:12]1=2)=[O:7])([OH:6])=[O:5], predict the reactants needed to synthesize it. The reactants are: [C:1]1(=[O:7])[O:6][C:4](=[O:5])[CH2:3][CH2:2]1.[CH3:8][CH:9]1[CH2:18][C:17]2[N:16]=[N:15][C:14]([C:19]3[CH:24]=[CH:23][CH:22]=[C:21]([C:25]([F:28])([F:27])[F:26])[CH:20]=3)=[CH:13][C:12]=2[CH:11]([OH:29])[CH2:10]1.C1(C)C=CC=CC=1. (2) The reactants are: [C:1]([O:5][C:6]([N:8]1[CH2:14][CH2:13][C:12]2[CH:15]=[C:16]([OH:19])[CH:17]=[CH:18][C:11]=2[CH2:10][CH2:9]1)=[O:7])([CH3:4])([CH3:3])[CH3:2].Cl[CH2:21][CH2:22][CH2:23][N:24]1[CH2:29][CH2:28][CH2:27][CH2:26][CH2:25]1. Given the product [C:1]([O:5][C:6]([N:8]1[CH2:14][CH2:13][C:12]2[CH:15]=[C:16]([O:19][CH2:21][CH2:22][CH2:23][N:24]3[CH2:29][CH2:28][CH2:27][CH2:26][CH2:25]3)[CH:17]=[CH:18][C:11]=2[CH2:10][CH2:9]1)=[O:7])([CH3:4])([CH3:2])[CH3:3], predict the reactants needed to synthesize it. (3) Given the product [CH:15]([C:12]1[N:11]=[CH:10][C:9]([C:3]2[CH:4]=[C:5]([CH:7]=[CH:8][C:2]=2[CH3:1])[NH2:6])=[CH:14][CH:13]=1)([CH3:17])[CH3:16], predict the reactants needed to synthesize it. The reactants are: [CH3:1][C:2]1[CH:8]=[CH:7][C:5]([NH2:6])=[CH:4][C:3]=1[C:9]1[CH:10]=[N:11][C:12]([C:15]([CH3:17])=[CH2:16])=[CH:13][CH:14]=1. (4) Given the product [Cl:1][C:2]1[CH:3]=[C:4]([N+:11]([O-:13])=[O:12])[CH:5]=[C:6]2[C:10]=1[NH:9][CH:8]=[CH:7]2, predict the reactants needed to synthesize it. The reactants are: [Cl:1][C:2]1[CH:3]=[C:4]([N+:11]([O-:13])=[O:12])[CH:5]=[C:6]2[C:10]=1[NH:9][CH2:8][CH2:7]2.ClC1C(=O)C(C#N)=C(C#N)C(=O)C=1Cl.C(Cl)(Cl)Cl. (5) Given the product [F:3][C:4]1[CH:9]=[CH:8][CH:7]=[CH:6][C:5]=1[O:10][C:12]1[CH:21]=[CH:20][C:19]2[C:14](=[C:15]([C:22]3[NH:30][C:29]4[CH2:28][CH2:27][NH:26][C:25](=[O:31])[C:24]=4[CH:23]=3)[CH:16]=[CH:17][CH:18]=2)[N:13]=1, predict the reactants needed to synthesize it. The reactants are: [H-].[Na+].[F:3][C:4]1[CH:9]=[CH:8][CH:7]=[CH:6][C:5]=1[OH:10].Cl[C:12]1[CH:21]=[CH:20][C:19]2[C:14](=[C:15]([C:22]3[NH:30][C:29]4[CH2:28][CH2:27][NH:26][C:25](=[O:31])[C:24]=4[CH:23]=3)[CH:16]=[CH:17][CH:18]=2)[N:13]=1.C(O)(C(F)(F)F)=O. (6) Given the product [C:1]([C:3]1[CH:4]=[C:5]2[C:11]3([CH2:15][CH2:14][N:13]([C:16](=[O:18])[C:45]([NH:40][CH3:39])=[O:41])[CH2:12]3)[CH2:10][N:9]([C:24]([NH:31][C:32]3[S:33][C:34]([O:37][CH3:38])=[CH:35][N:36]=3)=[O:30])[C:6]2=[CH:7][CH:8]=1)#[N:2], predict the reactants needed to synthesize it. The reactants are: [C:1]([C:3]1[CH:4]=[C:5]2[C:11]3([CH2:15][CH2:14][N:13]([C:16]([O:18]C(C)(C)C)=O)[CH2:12]3)[CH2:10][NH:9][C:6]2=[CH:7][CH:8]=1)#[N:2].Cl[C:24](=[O:30])C(OCC)=O.[NH2:31][C:32]1[S:33][C:34]([O:37][CH3:38])=[CH:35][N:36]=1.[CH3:39][NH2:40].[O:41]1[CH2:45]CCC1. (7) The reactants are: C(O)(C(F)(F)F)=O.[Si]([O:15][C@H:16]1[C@H:20]2[O:21][CH2:22][C@@H:23]([O:24][C:25]3[N:26]([CH2:56][CH:57]=[CH2:58])[C:27]4[C:28]([N:55]=3)=[N:29][C:30]([C:34]3[CH:39]=[CH:38][C:37]([N:40]5[CH:44]=[C:43]6[CH2:45][N:46](C(OC(C)(C)C)=O)[CH2:47][C:42]6=[N:41]5)=[CH:36][CH:35]=3)=[C:31]([Cl:33])[CH:32]=4)[C@H:19]2[O:18][CH2:17]1)(C(C)(C)C)(C)C.[NH4+].[OH-].CO.C(O)C. Given the product [CH2:56]([N:26]1[C:27]2[C:28](=[N:29][C:30]([C:34]3[CH:35]=[CH:36][C:37]([N:40]4[CH:44]=[C:43]5[CH2:45][NH:46][CH2:47][C:42]5=[N:41]4)=[CH:38][CH:39]=3)=[C:31]([Cl:33])[CH:32]=2)[N:55]=[C:25]1[O:24][C@H:23]1[C@H:19]2[O:18][CH2:17][C@@H:16]([OH:15])[C@H:20]2[O:21][CH2:22]1)[CH:57]=[CH2:58], predict the reactants needed to synthesize it. (8) Given the product [C:1]([OH:4])(=[O:3])[CH3:2].[C:5]([OH:8])(=[O:7])[CH3:6].[C:9]([OH:12])(=[O:11])[CH3:10].[NH2:13][C:14]1[N:19]=[CH:18][N:17]=[C:16]2[N:20]([C@H:41]3[CH2:42][CH2:43][C@@H:44]([N:47]4[CH2:48][CH2:49][N:50]([CH3:53])[CH2:51][CH2:52]4)[CH2:45][CH2:46]3)[N:21]=[C:22]([C:23]3[CH:40]=[CH:39][C:26]([NH:27][C:28]4[O:29][C:30]5[CH:36]=[CH:35][C:34]([C:37]([NH2:38])=[O:3])=[CH:33][C:31]=5[N:32]=4)=[CH:25][CH:24]=3)[C:15]=12, predict the reactants needed to synthesize it. The reactants are: [C:1]([OH:4])(=[O:3])[CH3:2].[C:5]([OH:8])(=[O:7])[CH3:6].[C:9]([OH:12])(=[O:11])[CH3:10].[NH2:13][C:14]1[N:19]=[CH:18][N:17]=[C:16]2[N:20]([C@H:41]3[CH2:46][CH2:45][C@@H:44]([N:47]4[CH2:52][CH2:51][N:50]([CH3:53])[CH2:49][CH2:48]4)[CH2:43][CH2:42]3)[N:21]=[C:22]([C:23]3[CH:40]=[CH:39][C:26]([NH:27][C:28]4[O:29][C:30]5[CH:36]=[CH:35][C:34]([C:37]#[N:38])=[CH:33][C:31]=5[N:32]=4)=[CH:25][CH:24]=3)[C:15]=12.[OH-].[Na+].O.OO. (9) Given the product [NH:12]([C:2]1[CH:10]=[CH:9][C:5]([C:6]([OH:8])=[O:7])=[CH:4][N:3]=1)[NH2:13], predict the reactants needed to synthesize it. The reactants are: Cl[C:2]1[CH:10]=[CH:9][C:5]([C:6]([OH:8])=[O:7])=[CH:4][N:3]=1.O.[NH2:12][NH2:13].Cl. (10) Given the product [CH3:1][C@@H:2]1[CH2:3][CH2:4][C@H:5]([O:8][C:9]2[C:10]([C:21]([F:22])([F:23])[F:24])=[C:11]3[C:16](=[CH:17][CH:18]=2)[C:15]([CH2:19][N:33]2[CH:30]4[CH2:31][CH2:32][CH:26]2[CH2:27][CH:28]([C:34]([O:36][CH3:37])=[O:35])[CH2:29]4)=[CH:14][CH:13]=[CH:12]3)[CH2:6][CH2:7]1, predict the reactants needed to synthesize it. The reactants are: [CH3:1][C@@H:2]1[CH2:7][CH2:6][C@H:5]([O:8][C:9]2[C:10]([C:21]([F:24])([F:23])[F:22])=[C:11]3[C:16](=[CH:17][CH:18]=2)[C:15]([CH:19]=O)=[CH:14][CH:13]=[CH:12]3)[CH2:4][CH2:3]1.Cl.[CH:26]12[NH:33][CH:30]([CH2:31][CH2:32]1)[CH2:29][CH:28]([C:34]([O:36][CH3:37])=[O:35])[CH2:27]2.[BH-](OC(C)=O)(OC(C)=O)OC(C)=O.[Na+].C([O-])(O)=O.[Na+].